From a dataset of Forward reaction prediction with 1.9M reactions from USPTO patents (1976-2016). Predict the product of the given reaction. (1) Given the reactants [H-].[Na+].[CH2:3]([O:10][C:11]1[CH:16]=[CH:15][C:14]([N:17]2[C:21]3=[N:22][CH:23]=[CH:24][CH:25]=[C:20]3[NH:19][C:18]2=[O:26])=[CH:13][CH:12]=1)[C:4]1[CH:9]=[CH:8][CH:7]=[CH:6][CH:5]=1.I[CH2:28][CH2:29][CH3:30].[Cl-].[Cl-].[Ca+2], predict the reaction product. The product is: [CH2:3]([O:10][C:11]1[CH:12]=[CH:13][C:14]([N:17]2[C:21]3=[N:22][CH:23]=[CH:24][CH:25]=[C:20]3[N:19]([CH2:28][CH2:29][CH3:30])[C:18]2=[O:26])=[CH:15][CH:16]=1)[C:4]1[CH:9]=[CH:8][CH:7]=[CH:6][CH:5]=1. (2) Given the reactants [C:1]([C:5]1[CH:9]=[C:8]([NH:10][C:11]([NH:13][CH2:14][C:15]2[CH:20]=[C:19]([F:21])[CH:18]=[CH:17][C:16]=2[O:22][C:23]2[CH:24]=[C:25]3[C:29](=[CH:30][CH:31]=2)[N:28]([CH2:32][CH2:33][OH:34])[N:27]=[CH:26]3)=[O:12])[N:7]([C:35]2[CH:40]=[CH:39][C:38]([CH3:41])=[CH:37][CH:36]=2)[N:6]=1)([CH3:4])([CH3:3])[CH3:2].N1C=CN=C1.Cl.N1C=CN=C1.C(N(C(C)C)[P:57]([O:63][C:64]([CH3:67])([CH3:66])[CH3:65])[O:58][C:59]([CH3:62])([CH3:61])[CH3:60])(C)C.OO.[O-:73]S([O-])(=S)=O.[Na+].[Na+], predict the reaction product. The product is: [P:57]([O:34][CH2:33][CH2:32][N:28]1[C:29]2[C:25](=[CH:24][C:23]([O:22][C:16]3[CH:17]=[CH:18][C:19]([F:21])=[CH:20][C:15]=3[CH2:14][NH:13][C:11]([NH:10][C:8]3[N:7]([C:35]4[CH:40]=[CH:39][C:38]([CH3:41])=[CH:37][CH:36]=4)[N:6]=[C:5]([C:1]([CH3:4])([CH3:3])[CH3:2])[CH:9]=3)=[O:12])=[CH:31][CH:30]=2)[CH:26]=[N:27]1)([O:58][C:59]([CH3:60])([CH3:61])[CH3:62])([O:63][C:64]([CH3:65])([CH3:66])[CH3:67])=[O:73]. (3) Given the reactants [C:1]([O:5][C:6]([N:8]1[CH2:13][CH2:12][CH:11]([C:14]2[CH:19]=[CH:18][CH:17]=[C:16]([NH2:20])[CH:15]=2)[CH2:10][CH2:9]1)=[O:7])([CH3:4])([CH3:3])[CH3:2].[C:21](OC(=O)C)(=[O:23])[CH3:22].C([O-])(O)=O.[Na+], predict the reaction product. The product is: [C:1]([O:5][C:6]([N:8]1[CH2:13][CH2:12][CH:11]([C:14]2[CH:19]=[CH:18][CH:17]=[C:16]([NH:20][C:21](=[O:23])[CH3:22])[CH:15]=2)[CH2:10][CH2:9]1)=[O:7])([CH3:4])([CH3:2])[CH3:3]. (4) Given the reactants [Br:1][C:2]1[CH:3]=[CH:4][C:5]([C:8](=[O:10])[CH3:9])=[N:6][CH:7]=1.[BH4-].[Na+].O.Cl, predict the reaction product. The product is: [Br:1][C:2]1[CH:3]=[CH:4][C:5]([CH:8]([OH:10])[CH3:9])=[N:6][CH:7]=1. (5) Given the reactants [Br:1][C:2]1[CH:3]=[C:4]([O:10][CH2:11][C@@H:12]2[CH2:17][CH2:16][CH2:15][N:14]([C:18]([O:20][C:21]([CH3:24])([CH3:23])[CH3:22])=[O:19])[CH2:13]2)[C:5](I)=[N:6][C:7]=1[Cl:8].[Cu](C#N)[C:26]#[N:27], predict the reaction product. The product is: [Br:1][C:2]1[CH:3]=[C:4]([O:10][CH2:11][C@@H:12]2[CH2:17][CH2:16][CH2:15][N:14]([C:18]([O:20][C:21]([CH3:24])([CH3:23])[CH3:22])=[O:19])[CH2:13]2)[C:5]([C:26]#[N:27])=[N:6][C:7]=1[Cl:8]. (6) Given the reactants [OH:1][C:2]1[CH:11]=[C:10]2[C:5]([CH2:6][CH2:7][CH:8]([C:12]([O:14][CH2:15][CH3:16])=[O:13])[O:9]2)=[CH:4][CH:3]=1.[Br:17][CH2:18][CH2:19]O.C1(P(C2C=CC=CC=2)C2C=CC=CC=2)C=CC=CC=1.N(C(OC(C)C)=O)=NC(OC(C)C)=O, predict the reaction product. The product is: [Br:17][CH2:18][CH2:19][O:1][C:2]1[CH:11]=[C:10]2[C:5]([CH2:6][CH2:7][CH:8]([C:12]([O:14][CH2:15][CH3:16])=[O:13])[O:9]2)=[CH:4][CH:3]=1. (7) The product is: [OH:44][C:43]1[CH:51]=[C:39]([N:38]([CH2:15][C:16]2[CH:24]=[CH:23][C:19]([C:20]([NH:11][CH2:10][C:9]3[CH:12]=[CH:13][C:6]([CH2:1][CH2:2][CH2:3][CH2:4][CH3:5])=[CH:7][CH:8]=3)=[O:21])=[CH:18][CH:17]=2)[C:31](=[O:32])[C:30]2[CH:34]=[CH:35][C:27]([C:26]([F:37])([F:36])[F:25])=[CH:28][CH:29]=2)[CH:40]=[CH:41][C:42]=1[C:47]([OH:48])=[O:46]. Given the reactants [CH2:1]([C:6]1[CH:13]=[CH:12][C:9]([CH2:10][NH2:11])=[CH:8][CH:7]=1)[CH2:2][CH2:3][CH2:4][CH3:5].Cl[CH2:15][C:16]1[CH:24]=[CH:23][C:19]([C:20](Cl)=[O:21])=[CH:18][CH:17]=1.[F:25][C:26]([F:37])([F:36])[C:27]1[CH:35]=[CH:34][C:30]([C:31](Cl)=[O:32])=[CH:29][CH:28]=1.[NH2:38][C:39]1[CH:40]=[CH:41][C:42]2[C:47](=[O:48])[O:46]C(C)(C)[O:44][C:43]=2[CH:51]=1, predict the reaction product. (8) Given the reactants [F:1][C:2]([F:28])([F:27])[CH:3]1[CH2:8][CH2:7][C:6]([C:9]2[N:14]=[CH:13][N:12]=[C:11]([CH2:15][N:16]3C(=O)C4C(=CC=CC=4)C3=O)[CH:10]=2)=[CH:5][CH2:4]1.O.NN, predict the reaction product. The product is: [F:28][C:2]([F:1])([F:27])[CH:3]1[CH2:8][CH2:7][C:6]([C:9]2[N:14]=[CH:13][N:12]=[C:11]([CH2:15][NH2:16])[CH:10]=2)=[CH:5][CH2:4]1. (9) The product is: [CH3:32][N:8]([CH:9]1[CH2:14][CH2:13][CH:12]([O:15][C:16]2[C:27]3[C:26]4[C@@H:25]([CH2:28][C:29](=[O:30])[NH:67][CH2:68][C:69](=[O:70])[NH:71][CH3:72])[CH2:24][CH2:23][C:22]=4[S:21][C:20]=3[N:19]=[CH:18][N:17]=2)[CH2:11][CH2:10]1)[C:6](=[O:7])[O:5][C:1]([CH3:4])([CH3:2])[CH3:3]. Given the reactants [C:1]([O:5][C:6]([N:8]([CH3:32])[CH:9]1[CH2:14][CH2:13][CH:12]([O:15][C:16]2[C:27]3[C:26]4[C@@H:25]([CH2:28][C:29](O)=[O:30])[CH2:24][CH2:23][C:22]=4[S:21][C:20]=3[N:19]=[CH:18][N:17]=2)[CH2:11][CH2:10]1)=[O:7])([CH3:4])([CH3:3])[CH3:2].CN(C(ON1N=NC2C=CC=NC1=2)=[N+](C)C)C.F[P-](F)(F)(F)(F)F.CCN(C(C)C)C(C)C.Cl.[NH2:67][CH2:68][C:69]([NH:71][CH3:72])=[O:70], predict the reaction product. (10) Given the reactants [F:1][CH2:2][C:3]1([S:6]([NH:9]C(=O)OC(C)(C)C)(=[O:8])=[O:7])[CH2:5][CH2:4]1.C(O)(C(F)(F)F)=O, predict the reaction product. The product is: [F:1][CH2:2][C:3]1([S:6]([NH2:9])(=[O:8])=[O:7])[CH2:5][CH2:4]1.